Dataset: hERG potassium channel inhibition data for cardiac toxicity prediction from Karim et al.. Task: Regression/Classification. Given a drug SMILES string, predict its toxicity properties. Task type varies by dataset: regression for continuous values (e.g., LD50, hERG inhibition percentage) or binary classification for toxic/non-toxic outcomes (e.g., AMES mutagenicity, cardiotoxicity, hepatotoxicity). Dataset: herg_karim. (1) The drug is CN(C)CCN1C(=O)C(NC(=O)CCc2ccc(Cl)cc2Cl)N=C(c2ccccc2)c2ccccc21. The result is 1 (blocker). (2) The compound is CCCCCCCCCCCCC/C=C/[C@@H](O)[C@H](CO)NC(C)=O. The result is 0 (non-blocker). (3) The drug is COC(=O)N(CC(=O)O)Cc1cc(OCc2nc(-c3ccc(Cl)cc3)oc2C)ccc1F. The result is 0 (non-blocker). (4) The molecule is COC(=O)c1cc(-c2ccc3cc(CCN4CCC[C@H]4C)ccc3n2)on1. The result is 0 (non-blocker). (5) The compound is COc1ccc(-c2ccc3c(N4CCOC[C@H]4C)nc(N4CCOC[C@H]4C)nc3n2)cc1CO. The result is 0 (non-blocker). (6) The compound is NC(=O)C1CCCc2c1[nH]c1ccccc21. The result is 1 (blocker). (7) The result is 0 (non-blocker). The drug is Cc1nc(-c2nnc3n2CCN(C(=O)c2ccc(-c4cccs4)cc2)[C@@H]3C)sc1C. (8) The molecule is COc1ccc(C2(c3cccc(-c4cccnc4)c3)N=C(C)C(N)=N2)cc1. The result is 0 (non-blocker). (9) The compound is O=C1N(CCN2CCC(C(F)(F)F)CC2)CCN1c1cccc(I)c1. The result is 1 (blocker). (10) The drug is NC(=O)C(F)(F)CCOc1ccc2ncc(F)c(CCC34CCC(NCc5ccc6c(n5)NC(=O)CO6)(CC3)CO4)c2n1. The result is 1 (blocker).